Dataset: Full USPTO retrosynthesis dataset with 1.9M reactions from patents (1976-2016). Task: Predict the reactants needed to synthesize the given product. Given the product [Cl:1][C:2]1[CH:3]=[C:4]([OH:21])[C:5]([NH:8][S:29]([CH2:28][C:27]2[CH:26]=[C:25]([Cl:33])[S:24][C:23]=2[Cl:22])(=[O:31])=[O:30])=[N:6][CH:7]=1, predict the reactants needed to synthesize it. The reactants are: [Cl:1][C:2]1[CH:3]=[C:4]([OH:21])[C:5]([NH:8]S(CC2C=C(Cl)C=C(Cl)C=2)(=O)=O)=[N:6][CH:7]=1.[Cl:22][C:23]1[S:24][C:25]([Cl:33])=[CH:26][C:27]=1[CH2:28][S:29](Cl)(=[O:31])=[O:30].ClC1C=C(CS(Cl)(=O)=O)C=C(Cl)C=1.